This data is from Reaction yield outcomes from USPTO patents with 853,638 reactions. The task is: Predict the reaction yield, written as a fraction of the theoretical maximum amount of product (1.0 means a 100% yield; for example, 0.34 means a 34% yield). (1) The reactants are C(OC([NH:8][C@H:9]([CH2:39][C:40]1[CH:45]=[CH:44][CH:43]=[CH:42][CH:41]=1)[C:10]([O:12][C@H:13]([C:24]1[CH:29]=[CH:28][C:27]([O:30][CH:31]([F:33])[F:32])=[C:26]([O:34][CH2:35][CH:36]2[CH2:38][CH2:37]2)[CH:25]=1)[CH2:14][C:15]1[C:20]([Cl:21])=[CH:19][N+:18]([O-:22])=[CH:17][C:16]=1[Cl:23])=[O:11])=O)(C)(C)C. The catalyst is Cl.CCOC(C)=O. The product is [NH2:8][C@H:9]([CH2:39][C:40]1[CH:41]=[CH:42][CH:43]=[CH:44][CH:45]=1)[C:10]([O:12][C@H:13]([C:24]1[CH:29]=[CH:28][C:27]([O:30][CH:31]([F:33])[F:32])=[C:26]([O:34][CH2:35][CH:36]2[CH2:38][CH2:37]2)[CH:25]=1)[CH2:14][C:15]1[C:20]([Cl:21])=[CH:19][N+:18]([O-:22])=[CH:17][C:16]=1[Cl:23])=[O:11]. The yield is 0.810. (2) The reactants are [NH2:1][C:2]1[CH:27]=[CH:26][C:5]([O:6][C:7]2[CH:22]=[CH:21][C:10]([C:11]([NH:13][C:14]3[CH:19]=[CH:18][C:17]([Br:20])=[CH:16][CH:15]=3)=[O:12])=[CH:9][C:8]=2[N+:23]([O-:25])=[O:24])=[CH:4][CH:3]=1.N1C=CC=CC=1.Cl[C:35]([O:37][CH2:38][C:39]([Cl:42])([Cl:41])[Cl:40])=[O:36]. The catalyst is ClCCl. The product is [Cl:40][C:39]([Cl:42])([Cl:41])[CH2:38][O:37][C:35](=[O:36])[NH:1][C:2]1[CH:27]=[CH:26][C:5]([O:6][C:7]2[CH:22]=[CH:21][C:10]([C:11](=[O:12])[NH:13][C:14]3[CH:19]=[CH:18][C:17]([Br:20])=[CH:16][CH:15]=3)=[CH:9][C:8]=2[N+:23]([O-:25])=[O:24])=[CH:4][CH:3]=1. The yield is 1.00. (3) The reactants are [CH3:1][O:2][CH:3]([O:6][CH3:7])[CH2:4][NH2:5].[CH2:8]=O.[Cl:10][C:11]1[CH:12]=[C:13]([CH:28]=[CH:29][C:30]=1[Cl:31])[CH2:14][N:15]([CH3:27])[C:16](=[O:26])[CH:17]=[C:18]1[C:22](=[O:23])OC(C)(C)[O:19]1. The catalyst is CO. The product is [Cl:10][C:11]1[CH:12]=[C:13]([CH:28]=[CH:29][C:30]=1[Cl:31])[CH2:14][N:15]([CH3:27])[C:16]([C:17]1[CH2:8][N:5]([CH2:4][CH:3]([O:6][CH3:7])[O:2][CH3:1])[C:22](=[O:23])[C:18]=1[OH:19])=[O:26]. The yield is 0.340. (4) The reactants are [CH3:1][C:2]1[S:3][C:4]2[CH:10]=[C:9]([S:11](Cl)(=[O:13])=[O:12])[CH:8]=[CH:7][C:5]=2[N:6]=1.[NH:15]1[CH2:20][CH2:19][CH2:18][CH2:17][CH2:16]1.CCCCCC. The catalyst is C(Cl)(Cl)Cl.C(OCC)(=O)C. The product is [CH3:1][C:2]1[S:3][C:4]2[CH:10]=[C:9]([S:11]([N:15]3[CH2:20][CH2:19][CH2:18][CH2:17][CH2:16]3)(=[O:13])=[O:12])[CH:8]=[CH:7][C:5]=2[N:6]=1. The yield is 0.740. (5) The reactants are [Cl:1][CH:2]([CH3:6])[C:3](Cl)=[O:4].Cl.[CH2:8]([O:15][NH2:16])[C:9]1[CH:14]=[CH:13][CH:12]=[CH:11][CH:10]=1. The catalyst is CCOC(C)=O. The product is [Cl:1][CH:2]([CH3:6])[C:3]([NH:16][O:15][CH2:8][C:9]1[CH:14]=[CH:13][CH:12]=[CH:11][CH:10]=1)=[O:4]. The yield is 0.480. (6) The reactants are [C:1]([O:7][CH2:8][CH3:9])(=[O:6])[CH2:2][C:3]([CH3:5])=[O:4].[Cl-].[Mg+2].[Cl-].N1C=CC=CC=1.[Cl:19][C:20]1[CH:28]=[CH:27]C(C(Cl)=O)=[CH:22][CH:21]=1.Cl. The catalyst is ClCCl. The product is [Cl:19][C:20]1[CH:28]=[CH:27][C:5]([C:3]([CH2:2][C:1]([O:7][CH2:8][CH3:9])=[O:6])=[O:4])=[CH:22][CH:21]=1. The yield is 0.482. (7) The reactants are [CH3:1][O:2][C:3]1[CH:4]=[CH:5][C:6]2[O:10][C:9]([C:11]([OH:13])=O)=[CH:8][C:7]=2[CH:14]=1.[CH3:15][CH:16]([CH3:22])[CH2:17][CH:18]([NH2:21])[CH2:19][CH3:20]. The yield is 0.670. No catalyst specified. The product is [CH3:1][O:2][C:3]1[CH:4]=[CH:5][C:6]2[O:10][C:9]([C:11]([NH:21][CH:18]([CH2:17][CH:16]([CH3:22])[CH3:15])[CH2:19][CH3:20])=[O:13])=[CH:8][C:7]=2[CH:14]=1. (8) The reactants are Br[C:2]1[CH:3]=[C:4]([CH:7]=[CH:8][CH:9]=1)[CH:5]=[O:6].[CH3:10][C:11]1[CH:16]=[CH:15][CH:14]=[C:13]([CH3:17])[C:12]=1B(O)O. The catalyst is C(=O)([O-])[O-].[Na+].[Na+].C(O)C.C1(C)C=CC=CC=1.O.C(OCC)(=O)C.C1C=CC([P]([Pd]([P](C2C=CC=CC=2)(C2C=CC=CC=2)C2C=CC=CC=2)([P](C2C=CC=CC=2)(C2C=CC=CC=2)C2C=CC=CC=2)[P](C2C=CC=CC=2)(C2C=CC=CC=2)C2C=CC=CC=2)(C2C=CC=CC=2)C2C=CC=CC=2)=CC=1. The product is [CH3:10][C:11]1[CH:16]=[CH:15][CH:14]=[C:13]([CH3:17])[C:12]=1[C:2]1[CH:9]=[CH:8][CH:7]=[C:4]([CH:5]=[O:6])[CH:3]=1. The yield is 0.970.